From a dataset of Reaction yield outcomes from USPTO patents with 853,638 reactions. Predict the reaction yield, written as a fraction of the theoretical maximum amount of product (1.0 means a 100% yield; for example, 0.34 means a 34% yield). The reactants are [Cl:1][C:2]1[CH:17]=[CH:16][C:5]([C:6]([NH:8][C:9]2[CH:14]=[CH:13][C:12]([CH3:15])=[CH:11][CH:10]=2)=O)=[CH:4][C:3]=1[C:18]([F:21])([F:20])[F:19].COC1C=CC(P2(SP(C3C=CC(OC)=CC=3)(=S)S2)=[S:31])=CC=1.C1(C)C=CC=CC=1. The catalyst is CCOCC. The product is [Cl:1][C:2]1[CH:17]=[CH:16][C:5]([C:6]([NH:8][C:9]2[CH:14]=[CH:13][C:12]([CH3:15])=[CH:11][CH:10]=2)=[S:31])=[CH:4][C:3]=1[C:18]([F:21])([F:20])[F:19]. The yield is 0.920.